Dataset: Catalyst prediction with 721,799 reactions and 888 catalyst types from USPTO. Task: Predict which catalyst facilitates the given reaction. (1) Reactant: [H-].[Na+].C(O)CCC.[CH2:8]([P:10](=[O:31])([O:21][C:22]1C=C[C:25]([N+]([O-])=O)=[CH:24][CH:23]=1)[O:11][C:12]1[CH:17]=[CH:16][C:15]([N+:18]([O-:20])=[O:19])=[CH:14][CH:13]=1)[CH3:9]. Product: [CH2:8]([P:10](=[O:31])([O:11][C:12]1[CH:17]=[CH:16][C:15]([N+:18]([O-:20])=[O:19])=[CH:14][CH:13]=1)[O:21][CH2:22][CH2:23][CH2:24][CH3:25])[CH3:9]. The catalyst class is: 1. (2) Reactant: [H-].[Na+].Cl[CH2:4][CH2:5][S:6](Cl)(=[O:8])=[O:7].[F:10][C:11]1[CH:12]=[C:13]([CH:29]=[CH:30][CH:31]=1)[CH2:14][O:15][C:16]1[CH:21]=[CH:20][C:19]([C:22]2[C:23]([NH2:28])=[N:24][CH:25]=[CH:26][CH:27]=2)=[CH:18][CH:17]=1. Product: [F:10][C:11]1[CH:12]=[C:13]([CH:29]=[CH:30][CH:31]=1)[CH2:14][O:15][C:16]1[CH:17]=[CH:18][C:19]([C:22]2[C:23]3=[N:28][S:6](=[O:8])(=[O:7])[CH2:5][CH2:4][N:24]3[CH:25]=[CH:26][CH:27]=2)=[CH:20][CH:21]=1. The catalyst class is: 1. (3) Reactant: [CH3:1][O:2][C:3]1[CH:4]=[C:5]([O:15][C:16]2[CH:21]=[CH:20][C:19]([S:22]([CH3:25])(=[O:24])=[O:23])=[CH:18][CH:17]=2)[CH:6]=[C:7]2[C:11]=1[NH:10][C:9]([C:12]([NH2:14])=O)=[CH:8]2.COC1C=CC(P2(SP(C3C=CC(OC)=CC=3)(=S)S2)=[S:35])=CC=1. Product: [CH3:1][O:2][C:3]1[CH:4]=[C:5]([O:15][C:16]2[CH:21]=[CH:20][C:19]([S:22]([CH3:25])(=[O:24])=[O:23])=[CH:18][CH:17]=2)[CH:6]=[C:7]2[C:11]=1[NH:10][C:9]([C:12](=[S:35])[NH2:14])=[CH:8]2. The catalyst class is: 7. (4) Reactant: Cl.[C:2]1([C:8]2([C:14]#[N:15])[CH2:13][CH2:12][NH:11][CH2:10][CH2:9]2)[CH:7]=[CH:6][CH:5]=[CH:4][CH:3]=1.Br[C:17]1[CH:22]=[CH:21][CH:20]=[CH:19][CH:18]=1.CC(C)([O-])C.[Na+].C1(C)C=CC=CC=1P(C1C=CC=CC=1C)C1C=CC=CC=1C. Product: [C:17]1([N:11]2[CH2:10][CH2:9][C:8]([C:2]3[CH:3]=[CH:4][CH:5]=[CH:6][CH:7]=3)([C:14]#[N:15])[CH2:13][CH2:12]2)[CH:22]=[CH:21][CH:20]=[CH:19][CH:18]=1. The catalyst class is: 882. (5) Reactant: [CH2:1]([NH:8][CH2:9][C@@H:10]1[O:23][C:14]2=[C:15]3[C:19](=[CH:20][CH:21]=[C:13]2[O:12][CH2:11]1)[NH:18][C:17](=[O:22])[CH2:16]3)[C:2]1[CH:7]=[CH:6][CH:5]=[CH:4][CH:3]=1.[C:24]([OH:31])(=[O:30])/[CH:25]=[CH:26]/[C:27]([OH:29])=[O:28]. Product: [C:24]([OH:31])(=[O:30])/[CH:25]=[CH:26]/[C:27]([OH:29])=[O:28].[CH2:1]([NH:8][CH2:9][C@@H:10]1[O:23][C:14]2=[C:15]3[C:19](=[CH:20][CH:21]=[C:13]2[O:12][CH2:11]1)[NH:18][C:17](=[O:22])[CH2:16]3)[C:2]1[CH:3]=[CH:4][CH:5]=[CH:6][CH:7]=1. The catalyst class is: 14. (6) Reactant: [CH2:1]([NH:8][C:9]1[CH:16]=[CH:15][CH:14]=[C:13]([C:17]2[CH:22]=[CH:21][CH:20]=[CH:19][CH:18]=2)[C:10]=1[C:11]#[N:12])[C:2]1[CH:7]=[CH:6][CH:5]=[CH:4][CH:3]=1.[H-].[Al+3].[Li+].[H-].[H-].[H-].S([O-])([O-])(=O)=O.[Na+].[Na+]. Product: [CH2:1]([NH:8][C:9]1[CH:16]=[CH:15][CH:14]=[C:13]([C:17]2[CH:22]=[CH:21][CH:20]=[CH:19][CH:18]=2)[C:10]=1[CH2:11][NH2:12])[C:2]1[CH:3]=[CH:4][CH:5]=[CH:6][CH:7]=1. The catalyst class is: 7.